The task is: Predict which catalyst facilitates the given reaction.. This data is from Catalyst prediction with 721,799 reactions and 888 catalyst types from USPTO. (1) The catalyst class is: 5. Product: [C:23]([O:22][CH2:21][CH2:20][CH2:19][O:18][C:11]1[CH:12]=[C:13]2[C:8](=[CH:9][C:10]=1[O:26][CH3:27])[CH:7]([CH2:28][C:29]1[CH:34]=[CH:33][CH:32]=[C:31]([O:35][CH2:36][CH3:37])[CH:30]=1)[NH:6][CH:15]=[C:14]2[CH:16]=[O:17])(=[O:25])[CH3:24]. Reactant: C(OC([N:6]1[CH:15]=[C:14]([CH:16]=[O:17])[C:13]2[C:8](=[CH:9][C:10]([O:26][CH3:27])=[C:11]([O:18][CH2:19][CH2:20][CH2:21][O:22][C:23](=[O:25])[CH3:24])[CH:12]=2)[CH:7]1[CH2:28][C:29]1[CH:34]=[CH:33][CH:32]=[C:31]([O:35][CH2:36][CH3:37])[CH:30]=1)=O)C.[OH-].[K+].C(OCC)(=O)C.CCCCCC.C(OCC)(=O)C. (2) Reactant: Cl[C:2]([O:4][C:5]1[CH:10]=[CH:9][CH:8]=[CH:7][CH:6]=1)=[O:3].[N:11]1[CH:16]=[CH:15][CH:14]=[CH:13][C:12]=1[NH2:17].N1C=CC=CC=1. Product: [N:11]1[CH:16]=[CH:15][CH:14]=[CH:13][C:12]=1[NH:17][C:2](=[O:3])[O:4][C:5]1[CH:10]=[CH:9][CH:8]=[CH:7][CH:6]=1. The catalyst class is: 220. (3) Reactant: [Cl:1][C:2]1[C:3]([CH:12]([C:17]#[N:18])C(OC)=O)=[N:4][CH:5]=[C:6]([C:8]([F:11])([F:10])[F:9])[CH:7]=1.[Cl-].[Na+].ClCCl. Product: [Cl:1][C:2]1[C:3]([CH2:12][C:17]#[N:18])=[N:4][CH:5]=[C:6]([C:8]([F:11])([F:9])[F:10])[CH:7]=1. The catalyst class is: 374.